From a dataset of NCI-60 drug combinations with 297,098 pairs across 59 cell lines. Regression. Given two drug SMILES strings and cell line genomic features, predict the synergy score measuring deviation from expected non-interaction effect. Drug 1: CCN(CC)CCNC(=O)C1=C(NC(=C1C)C=C2C3=C(C=CC(=C3)F)NC2=O)C. Drug 2: C1CN(P(=O)(OC1)NCCCl)CCCl. Cell line: T-47D. Synergy scores: CSS=-9.76, Synergy_ZIP=3.35, Synergy_Bliss=-3.41, Synergy_Loewe=-6.35, Synergy_HSA=-10.2.